Regression. Given two drug SMILES strings and cell line genomic features, predict the synergy score measuring deviation from expected non-interaction effect. From a dataset of NCI-60 drug combinations with 297,098 pairs across 59 cell lines. (1) Drug 1: CN1C(=O)N2C=NC(=C2N=N1)C(=O)N. Drug 2: C(CCl)NC(=O)N(CCCl)N=O. Cell line: EKVX. Synergy scores: CSS=-1.10, Synergy_ZIP=1.07, Synergy_Bliss=1.52, Synergy_Loewe=-5.65, Synergy_HSA=-4.34. (2) Drug 1: C1C(C(OC1N2C=C(C(=O)NC2=O)F)CO)O. Drug 2: CC12CCC3C(C1CCC2O)C(CC4=C3C=CC(=C4)O)CCCCCCCCCS(=O)CCCC(C(F)(F)F)(F)F. Cell line: NCI-H322M. Synergy scores: CSS=-5.70, Synergy_ZIP=1.41, Synergy_Bliss=-2.43, Synergy_Loewe=-4.71, Synergy_HSA=-6.15. (3) Drug 1: CCC1(C2=C(COC1=O)C(=O)N3CC4=CC5=C(C=CC(=C5CN(C)C)O)N=C4C3=C2)O.Cl. Drug 2: C(CCl)NC(=O)N(CCCl)N=O. Cell line: RXF 393. Synergy scores: CSS=5.97, Synergy_ZIP=-2.91, Synergy_Bliss=-1.95, Synergy_Loewe=-0.699, Synergy_HSA=-1.42. (4) Drug 1: C1CC(C1)(C(=O)O)C(=O)O.[NH2-].[NH2-].[Pt+2]. Drug 2: CCCCC(=O)OCC(=O)C1(CC(C2=C(C1)C(=C3C(=C2O)C(=O)C4=C(C3=O)C=CC=C4OC)O)OC5CC(C(C(O5)C)O)NC(=O)C(F)(F)F)O. Cell line: LOX IMVI. Synergy scores: CSS=54.6, Synergy_ZIP=2.74, Synergy_Bliss=5.56, Synergy_Loewe=-10.7, Synergy_HSA=2.85. (5) Cell line: UO-31. Synergy scores: CSS=49.2, Synergy_ZIP=0.947, Synergy_Bliss=3.51, Synergy_Loewe=-9.84, Synergy_HSA=6.88. Drug 2: CC12CCC(CC1=CCC3C2CCC4(C3CC=C4C5=CN=CC=C5)C)O. Drug 1: CC1=C2C(C(=O)C3(C(CC4C(C3C(C(C2(C)C)(CC1OC(=O)C(C(C5=CC=CC=C5)NC(=O)OC(C)(C)C)O)O)OC(=O)C6=CC=CC=C6)(CO4)OC(=O)C)OC)C)OC. (6) Synergy scores: CSS=34.9, Synergy_ZIP=-9.51, Synergy_Bliss=0.465, Synergy_Loewe=-1.93, Synergy_HSA=0.0708. Drug 1: CC(CN1CC(=O)NC(=O)C1)N2CC(=O)NC(=O)C2. Drug 2: C1CC(=O)NC(=O)C1N2C(=O)C3=CC=CC=C3C2=O. Cell line: HCT-15.